Predict the reactants needed to synthesize the given product. From a dataset of Full USPTO retrosynthesis dataset with 1.9M reactions from patents (1976-2016). Given the product [CH2:16]([N:13]1[C:5]2[N:6]=[C:7]([S:11][CH3:12])[N:8]=[C:9]([CH3:10])[C:4]=2[CH:3]=[C:2]([C:20]2[NH:19][N:18]=[CH:22][CH:21]=2)[C:14]1=[O:15])[CH3:17], predict the reactants needed to synthesize it. The reactants are: Br[C:2]1[C:14](=[O:15])[N:13]([CH2:16][CH3:17])[C:5]2[N:6]=[C:7]([S:11][CH3:12])[N:8]=[C:9]([CH3:10])[C:4]=2[CH:3]=1.[NH:18]1[C:22](B(O)O)=[CH:21][CH:20]=[N:19]1.C(Cl)Cl.C(N(CC)CC)C.